From a dataset of TCR-epitope binding with 47,182 pairs between 192 epitopes and 23,139 TCRs. Binary Classification. Given a T-cell receptor sequence (or CDR3 region) and an epitope sequence, predict whether binding occurs between them. (1) The epitope is TLDSKTQSL. The TCR CDR3 sequence is CAINDPDRVRSDTQYF. Result: 1 (the TCR binds to the epitope). (2) The epitope is YLQPRTFLL. The TCR CDR3 sequence is CASGDLSSGEQYF. Result: 1 (the TCR binds to the epitope). (3) The epitope is HLVDFQVTI. The TCR CDR3 sequence is CASSQGVNTEAFF. Result: 1 (the TCR binds to the epitope). (4) The epitope is TLVPQEHYV. The TCR CDR3 sequence is CASSSRGQGGYEQYF. Result: 0 (the TCR does not bind to the epitope). (5) The epitope is GTHWFVTQR. The TCR CDR3 sequence is CASSLERGSEYNEQFF. Result: 0 (the TCR does not bind to the epitope). (6) The epitope is WICLLQFAY. The TCR CDR3 sequence is CASSLGTGTEQFF. Result: 0 (the TCR does not bind to the epitope). (7) The epitope is KLWAQCVQL. The TCR CDR3 sequence is CASSSWTGSMSYEQYF. Result: 1 (the TCR binds to the epitope). (8) The epitope is ILHCANFNV. The TCR CDR3 sequence is CASSLWGGDFSQEQFF. Result: 0 (the TCR does not bind to the epitope). (9) The epitope is TLIGDCATV. The TCR CDR3 sequence is CASSQNRDSVYNEQFF. Result: 1 (the TCR binds to the epitope).